Predict which catalyst facilitates the given reaction. From a dataset of Catalyst prediction with 721,799 reactions and 888 catalyst types from USPTO. (1) Reactant: [C:1]([NH:4][C:5]1[CH:45]=[CH:44][C:8]([CH2:9][C:10]2[N:18]([CH2:19][O:20][C:21](=[O:26])[C:22]([CH3:25])([CH3:24])[CH3:23])[C:17]3[C:16](=[O:27])[N:15]([CH2:28][C:29]4[CH:34]=[C:33]([N+:35]([O-])=O)[CH:32]=[CH:31][C:30]=4[F:38])[C:14](=[O:39])[N:13]([CH2:40][CH2:41][CH2:42][CH3:43])[C:12]=3[N:11]=2)=[CH:7][CH:6]=1)(=[O:3])[CH3:2].[H][H]. Product: [C:1]([NH:4][C:5]1[CH:45]=[CH:44][C:8]([CH2:9][C:10]2[N:18]([CH2:19][O:20][C:21](=[O:26])[C:22]([CH3:25])([CH3:24])[CH3:23])[C:17]3[C:16](=[O:27])[N:15]([CH2:28][C:29]4[CH:34]=[C:33]([NH2:35])[CH:32]=[CH:31][C:30]=4[F:38])[C:14](=[O:39])[N:13]([CH2:40][CH2:41][CH2:42][CH3:43])[C:12]=3[N:11]=2)=[CH:7][CH:6]=1)(=[O:3])[CH3:2]. The catalyst class is: 19. (2) Reactant: FC(F)(F)S(OC)(=O)=O.[OH:10][C:11]1[CH:20]=[CH:19][C:14]([C:15]([NH:17][CH3:18])=O)=[CH:13][CH:12]=1.C(N(CC)CC)C.[CH3:28][N:29]1[C:37]2[CH:36]=[CH:35][CH:34]=[C:33]([C:38]([NH:40][NH2:41])=O)[C:32]=2[CH:31]=[CH:30]1. Product: [CH3:18][N:17]1[C:38]([C:33]2[CH:34]=[CH:35][CH:36]=[C:37]3[C:32]=2[CH:31]=[CH:30][N:29]3[CH3:28])=[N:40][N:41]=[C:15]1[C:14]1[CH:19]=[CH:20][C:11]([OH:10])=[CH:12][CH:13]=1. The catalyst class is: 588.